The task is: Regression. Given a peptide amino acid sequence and an MHC pseudo amino acid sequence, predict their binding affinity value. This is MHC class II binding data.. This data is from Peptide-MHC class II binding affinity with 134,281 pairs from IEDB. The peptide sequence is SQDLELSWNLNGLQAY. The MHC is HLA-DQA10301-DQB10301 with pseudo-sequence HLA-DQA10301-DQB10301. The binding affinity (normalized) is 0.207.